Dataset: Peptide-MHC class I binding affinity with 185,985 pairs from IEDB/IMGT. Task: Regression. Given a peptide amino acid sequence and an MHC pseudo amino acid sequence, predict their binding affinity value. This is MHC class I binding data. The peptide sequence is HLRGFSKSI. The MHC is HLA-A68:02 with pseudo-sequence HLA-A68:02. The binding affinity (normalized) is 0.